Dataset: Peptide-MHC class II binding affinity with 134,281 pairs from IEDB. Task: Regression. Given a peptide amino acid sequence and an MHC pseudo amino acid sequence, predict their binding affinity value. This is MHC class II binding data. (1) The peptide sequence is SQDLELSFNLNGLQAY. The MHC is HLA-DQA10101-DQB10501 with pseudo-sequence HLA-DQA10101-DQB10501. The binding affinity (normalized) is 0.608. (2) The peptide sequence is EDTNIYNSNEAFKVE. The MHC is HLA-DPA10201-DPB10501 with pseudo-sequence HLA-DPA10201-DPB10501. The binding affinity (normalized) is 0.116. (3) The peptide sequence is AAGTYVAADAAAASS. The MHC is DRB1_0802 with pseudo-sequence DRB1_0802. The binding affinity (normalized) is 0.357.